Dataset: Forward reaction prediction with 1.9M reactions from USPTO patents (1976-2016). Task: Predict the product of the given reaction. Given the reactants [CH3:1][N:2](C)[CH2:3][CH2:4][C:5]1[S:9][C:8]2[CH:10]=[CH:11][CH:12]=[CH:13][C:7]=2[C:6]=1[C@H:14]([C:16]1[CH:21]=[CH:20][CH:19]=[CH:18][N:17]=1)[CH3:15].CCN(C(C)C)C(C)C.ClC(OC(Cl)C)=O, predict the reaction product. The product is: [CH3:1][NH:2][CH2:3][CH2:4][C:5]1[S:9][C:8]2[CH:10]=[CH:11][CH:12]=[CH:13][C:7]=2[C:6]=1[C@H:14]([C:16]1[CH:21]=[CH:20][CH:19]=[CH:18][N:17]=1)[CH3:15].